This data is from Forward reaction prediction with 1.9M reactions from USPTO patents (1976-2016). The task is: Predict the product of the given reaction. (1) Given the reactants N[CH2:2][C@H:3]1[CH2:7][NH:6][C:5](=[O:8])[CH2:4]1.Cl[C:10]1[N:19]=[C:18]([C:20]2[CH:25]=[CH:24][C:23]([O:26][CH:27]([CH3:29])[CH3:28])=[C:22]([F:30])[CH:21]=2)[CH:17]=[C:16]2[C:11]=1[CH:12]=[CH:13][CH:14]=[N:15]2.[OH2:31], predict the reaction product. The product is: [F:30][C:22]1[CH:21]=[C:20]([C:18]2[CH:17]=[C:16]3[C:11]([CH:12]=[CH:13][CH:14]=[N:15]3)=[C:10]([O:31][CH2:2][C@H:3]3[CH2:7][NH:6][C:5](=[O:8])[CH2:4]3)[N:19]=2)[CH:25]=[CH:24][C:23]=1[O:26][CH:27]([CH3:29])[CH3:28]. (2) Given the reactants [Cl:1][C:2]1[CH:7]=[CH:6][C:5]([C:8](=[O:18])[NH:9][CH2:10][C:11]2[CH:16]=[CH:15][CH:14]=[C:13]([Cl:17])[CH:12]=2)=[CH:4][C:3]=1[NH:19][C:20]([C:22]1[C:35](=[O:36])[NH:34][C:25]2[N:26]=[C:27](S(C)(=O)=O)[N:28]=[CH:29][C:24]=2[CH:23]=1)=[O:21].[N:37]1([CH2:42][CH2:43][NH2:44])[CH2:41][CH2:40][CH2:39][CH2:38]1.CN(C=O)C, predict the reaction product. The product is: [Cl:1][C:2]1[CH:7]=[CH:6][C:5]([C:8](=[O:18])[NH:9][CH2:10][C:11]2[CH:16]=[CH:15][CH:14]=[C:13]([Cl:17])[CH:12]=2)=[CH:4][C:3]=1[NH:19][C:20]([C:22]1[C:35](=[O:36])[NH:34][C:25]2[N:26]=[C:27]([NH:44][CH2:43][CH2:42][N:37]3[CH2:41][CH2:40][CH2:39][CH2:38]3)[N:28]=[CH:29][C:24]=2[CH:23]=1)=[O:21]. (3) Given the reactants [Si:1]([O:8][CH2:9][CH:10]1[CH2:14][C:13]2([CH2:19][CH2:18][N:17]([C:20]([O:22][C:23]([CH3:26])([CH3:25])[CH3:24])=[O:21])[CH2:16][CH2:15]2)[C:12](=[O:27])[NH:11]1)([C:4]([CH3:7])([CH3:6])[CH3:5])([CH3:3])[CH3:2].Br[C:29]1[CH2:30][C:31](=[O:34])[O:32][CH:33]=1.C(=O)([O-])[O-].[Cs+].[Cs+], predict the reaction product. The product is: [Si:1]([O:8][CH2:9][CH:10]1[CH2:14][C:13]2([CH2:19][CH2:18][N:17]([C:20]([O:22][C:23]([CH3:26])([CH3:25])[CH3:24])=[O:21])[CH2:16][CH2:15]2)[C:12](=[O:27])[N:11]1[C:29]1[CH2:33][O:32][C:31](=[O:34])[CH:30]=1)([C:4]([CH3:7])([CH3:5])[CH3:6])([CH3:3])[CH3:2]. (4) Given the reactants Cl[C:2]1[N:7]=[C:6]([NH:8][C:9]2[CH:18]=[CH:17][CH:16]=[CH:15][C:10]=2[O:11][CH2:12][C:13]#[N:14])[C:5]([Cl:19])=[CH:4][N:3]=1.[C:20]([N:23]1[CH2:30][CH2:29][C:28](=[O:31])[NH:27][CH2:26][C:25]2[CH:32]=[C:33]([NH2:36])[CH:34]=[CH:35][C:24]1=2)(=[O:22])[CH3:21], predict the reaction product. The product is: [C:20]([N:23]1[CH2:30][CH2:29][C:28](=[O:31])[NH:27][CH2:26][C:25]2[CH:32]=[C:33]([NH:36][C:2]3[N:7]=[C:6]([NH:8][C:9]4[CH:18]=[CH:17][CH:16]=[CH:15][C:10]=4[O:11][CH2:12][C:13]#[N:14])[C:5]([Cl:19])=[CH:4][N:3]=3)[CH:34]=[CH:35][C:24]1=2)(=[O:22])[CH3:21]. (5) Given the reactants NC1C2N=C(COCC)N(CC(C)(O)C)C=2C2N=CC(Br)=CC=2N=1.[NH2:25][C:26]1[CH:27]=[N:28][C:29]2[C:34]([C:35]=1[NH:36][CH2:37][C:38]([NH:41][C:42](=[O:48])[O:43][C:44]([CH3:47])([CH3:46])[CH3:45])([CH3:40])[CH3:39])=[N:33][CH:32]=[C:31]([Br:49])[CH:30]=2.[CH2:50]([O:52][CH2:53][C:54]([Cl:56])=[O:55])[CH3:51], predict the reaction product. The product is: [ClH:56].[Br:49][C:31]1[CH:30]=[C:29]2[C:34]([C:35]([NH:36][CH2:37][C:38]([NH:41][C:42](=[O:48])[O:43][C:44]([CH3:47])([CH3:46])[CH3:45])([CH3:40])[CH3:39])=[C:26]([NH:25][C:54](=[O:55])[CH2:53][O:52][CH2:50][CH3:51])[CH:27]=[N:28]2)=[N:33][CH:32]=1. (6) Given the reactants [Cl:1][C:2]1[CH:7]=[CH:6][C:5]([CH:8]([N:10]2[C:18]3[C:13](=[CH:14][CH:15]=[CH:16][CH:17]=3)[C:12]([C:19]([O:21]CC)=[O:20])=[C:11]2C)[CH3:9])=[CH:4][CH:3]=1.[OH-].[K+].Cl, predict the reaction product. The product is: [Cl:1][C:2]1[CH:3]=[CH:4][C:5]([CH:8]([N:10]2[C:18]3[C:13](=[CH:14][CH:15]=[CH:16][CH:17]=3)[C:12]([C:19]([OH:21])=[O:20])=[CH:11]2)[CH3:9])=[CH:6][CH:7]=1.